Dataset: NCI-60 drug combinations with 297,098 pairs across 59 cell lines. Task: Regression. Given two drug SMILES strings and cell line genomic features, predict the synergy score measuring deviation from expected non-interaction effect. (1) Drug 1: CC1=C2C(C(=O)C3(C(CC4C(C3C(C(C2(C)C)(CC1OC(=O)C(C(C5=CC=CC=C5)NC(=O)OC(C)(C)C)O)O)OC(=O)C6=CC=CC=C6)(CO4)OC(=O)C)OC)C)OC. Drug 2: CC1CCC2CC(C(=CC=CC=CC(CC(C(=O)C(C(C(=CC(C(=O)CC(OC(=O)C3CCCCN3C(=O)C(=O)C1(O2)O)C(C)CC4CCC(C(C4)OC)OCCO)C)C)O)OC)C)C)C)OC. Cell line: SNB-19. Synergy scores: CSS=43.8, Synergy_ZIP=-1.50, Synergy_Bliss=-2.46, Synergy_Loewe=1.21, Synergy_HSA=6.33. (2) Drug 1: CN1CCC(CC1)COC2=C(C=C3C(=C2)N=CN=C3NC4=C(C=C(C=C4)Br)F)OC. Drug 2: CC(C)NC(=O)C1=CC=C(C=C1)CNNC.Cl. Cell line: M14. Synergy scores: CSS=-9.13, Synergy_ZIP=4.01, Synergy_Bliss=-3.26, Synergy_Loewe=-7.54, Synergy_HSA=-8.24. (3) Drug 1: CCC1(CC2CC(C3=C(CCN(C2)C1)C4=CC=CC=C4N3)(C5=C(C=C6C(=C5)C78CCN9C7C(C=CC9)(C(C(C8N6C=O)(C(=O)OC)O)OC(=O)C)CC)OC)C(=O)OC)O.OS(=O)(=O)O. Drug 2: C1=NC2=C(N=C(N=C2N1C3C(C(C(O3)CO)O)O)F)N. Cell line: UO-31. Synergy scores: CSS=5.06, Synergy_ZIP=-2.39, Synergy_Bliss=-2.29, Synergy_Loewe=-2.34, Synergy_HSA=-2.52. (4) Drug 1: CC1=C2C(C(=O)C3(C(CC4C(C3C(C(C2(C)C)(CC1OC(=O)C(C(C5=CC=CC=C5)NC(=O)OC(C)(C)C)O)O)OC(=O)C6=CC=CC=C6)(CO4)OC(=O)C)OC)C)OC. Drug 2: CC(C)(C#N)C1=CC(=CC(=C1)CN2C=NC=N2)C(C)(C)C#N. Cell line: CAKI-1. Synergy scores: CSS=31.3, Synergy_ZIP=-0.896, Synergy_Bliss=-3.68, Synergy_Loewe=-4.20, Synergy_HSA=-2.00. (5) Drug 1: CC1=C(C=C(C=C1)NC2=NC=CC(=N2)N(C)C3=CC4=NN(C(=C4C=C3)C)C)S(=O)(=O)N.Cl. Drug 2: C1=NC2=C(N1)C(=S)N=CN2. Cell line: RXF 393. Synergy scores: CSS=6.26, Synergy_ZIP=-8.28, Synergy_Bliss=-11.2, Synergy_Loewe=-28.8, Synergy_HSA=-9.23. (6) Drug 1: CC1C(C(CC(O1)OC2CC(CC3=C2C(=C4C(=C3O)C(=O)C5=C(C4=O)C(=CC=C5)OC)O)(C(=O)C)O)N)O.Cl. Drug 2: CNC(=O)C1=NC=CC(=C1)OC2=CC=C(C=C2)NC(=O)NC3=CC(=C(C=C3)Cl)C(F)(F)F. Cell line: HOP-92. Synergy scores: CSS=28.8, Synergy_ZIP=-10.7, Synergy_Bliss=-1.55, Synergy_Loewe=-12.6, Synergy_HSA=-0.0580.